From a dataset of NCI-60 drug combinations with 297,098 pairs across 59 cell lines. Regression. Given two drug SMILES strings and cell line genomic features, predict the synergy score measuring deviation from expected non-interaction effect. (1) Drug 1: CS(=O)(=O)C1=CC(=C(C=C1)C(=O)NC2=CC(=C(C=C2)Cl)C3=CC=CC=N3)Cl. Drug 2: C1CCC(C1)C(CC#N)N2C=C(C=N2)C3=C4C=CNC4=NC=N3. Cell line: HCT-15. Synergy scores: CSS=2.92, Synergy_ZIP=-2.01, Synergy_Bliss=0.650, Synergy_Loewe=-2.68, Synergy_HSA=-1.18. (2) Drug 2: C1=NC2=C(N=C(N=C2N1C3C(C(C(O3)CO)O)F)Cl)N. Synergy scores: CSS=51.7, Synergy_ZIP=-3.03, Synergy_Bliss=-7.16, Synergy_Loewe=-5.60, Synergy_HSA=-2.79. Drug 1: C1=C(C(=O)NC(=O)N1)F. Cell line: HCT116. (3) Synergy scores: CSS=5.07, Synergy_ZIP=-2.69, Synergy_Bliss=-1.77, Synergy_Loewe=-2.96, Synergy_HSA=-0.314. Drug 1: CCC1=CC2CC(C3=C(CN(C2)C1)C4=CC=CC=C4N3)(C5=C(C=C6C(=C5)C78CCN9C7C(C=CC9)(C(C(C8N6C)(C(=O)OC)O)OC(=O)C)CC)OC)C(=O)OC.C(C(C(=O)O)O)(C(=O)O)O. Drug 2: COC1=NC(=NC2=C1N=CN2C3C(C(C(O3)CO)O)O)N. Cell line: UO-31. (4) Drug 1: C1=CC(=CC=C1CC(C(=O)O)N)N(CCCl)CCCl.Cl. Drug 2: CCCCC(=O)OCC(=O)C1(CC(C2=C(C1)C(=C3C(=C2O)C(=O)C4=C(C3=O)C=CC=C4OC)O)OC5CC(C(C(O5)C)O)NC(=O)C(F)(F)F)O. Cell line: OVCAR-4. Synergy scores: CSS=-3.35, Synergy_ZIP=-0.120, Synergy_Bliss=-3.32, Synergy_Loewe=-9.09, Synergy_HSA=-6.98. (5) Cell line: PC-3. Drug 1: CC1C(C(CC(O1)OC2CC(CC3=C2C(=C4C(=C3O)C(=O)C5=C(C4=O)C(=CC=C5)OC)O)(C(=O)C)O)N)O.Cl. Synergy scores: CSS=5.61, Synergy_ZIP=-5.34, Synergy_Bliss=-8.82, Synergy_Loewe=-10.4, Synergy_HSA=-8.01. Drug 2: CC1=C(C(CCC1)(C)C)C=CC(=CC=CC(=CC(=O)O)C)C. (6) Drug 1: COC1=NC(=NC2=C1N=CN2C3C(C(C(O3)CO)O)O)N. Drug 2: C1=CC=C(C=C1)NC(=O)CCCCCCC(=O)NO. Cell line: 786-0. Synergy scores: CSS=9.01, Synergy_ZIP=-2.68, Synergy_Bliss=1.19, Synergy_Loewe=1.46, Synergy_HSA=1.94. (7) Drug 1: C1=NC2=C(N1)C(=S)N=C(N2)N. Drug 2: C1=NC2=C(N=C(N=C2N1C3C(C(C(O3)CO)O)O)F)N. Cell line: HT29. Synergy scores: CSS=29.6, Synergy_ZIP=0.851, Synergy_Bliss=2.02, Synergy_Loewe=-23.9, Synergy_HSA=-0.0597. (8) Drug 1: C1=CC(=CC=C1CCC2=CNC3=C2C(=O)NC(=N3)N)C(=O)NC(CCC(=O)O)C(=O)O. Drug 2: CCCCCOC(=O)NC1=NC(=O)N(C=C1F)C2C(C(C(O2)C)O)O. Cell line: SK-OV-3. Synergy scores: CSS=47.9, Synergy_ZIP=4.05, Synergy_Bliss=3.13, Synergy_Loewe=-20.3, Synergy_HSA=2.28.